This data is from Forward reaction prediction with 1.9M reactions from USPTO patents (1976-2016). The task is: Predict the product of the given reaction. (1) The product is: [CH3:29][C:30]1([CH3:50])[C:38]2=[CH:39][C:40]3[N:41]([C:2]4[CH:3]=[C:4]([C:8]5[CH:13]=[CH:12][CH:11]=[C:10]([C:14]([C:16]6[CH:17]=[C:18]([C:22]7[CH:27]=[CH:26][CH:25]=[C:24]([N:41]8[C:40]9[CH:39]=[C:38]%10[C:60]([CH3:61])([CH3:62])[C:63]%11[C:36]([C:37]%10=[CH:49][C:48]=9[C:47]9[C:42]8=[CH:43][CH:44]=[CH:45][CH:46]=9)=[CH:35][CH:34]=[CH:33][CH:32]=%11)[CH:23]=7)[CH:19]=[CH:20][CH:21]=6)=[O:15])[CH:9]=5)[CH:5]=[CH:6][CH:7]=4)[C:42]4[C:47]([C:48]=3[CH:49]=[C:37]2[C:36]2[C:31]1=[CH:32][CH:33]=[CH:34][CH:35]=2)=[CH:46][CH:45]=[CH:44][CH:43]=4. Given the reactants Br[C:2]1[CH:3]=[C:4]([C:8]2[CH:13]=[CH:12][CH:11]=[C:10]([C:14]([C:16]3[CH:17]=[C:18]([C:22]4[CH:27]=[CH:26][CH:25]=[C:24](Br)[CH:23]=4)[CH:19]=[CH:20][CH:21]=3)=[O:15])[CH:9]=2)[CH:5]=[CH:6][CH:7]=1.[CH3:29][C:30]1([CH3:50])[C:38]2=[CH:39][C:40]3[NH:41][C:42]4[C:47]([C:48]=3[CH:49]=[C:37]2[C:36]2[C:31]1=[CH:32][CH:33]=[CH:34][CH:35]=2)=[CH:46][CH:45]=[CH:44][CH:43]=4.[C:60](P([C:60]([CH3:63])([CH3:62])[CH3:61])[C:60]([CH3:63])([CH3:62])[CH3:61])([CH3:63])([CH3:62])[CH3:61], predict the reaction product. (2) Given the reactants [CH2:1]([N:8]1[CH:12]=[C:11]([CH:13]=O)[CH:10]=[N:9]1)[C:2]1[CH:7]=[CH:6][CH:5]=[CH:4][CH:3]=1.[NH2:15][C:16]1[CH:17]=[C:18]([CH:23]2[CH2:28][CH2:27][N:26]([C:29]([O:31][C:32]([CH3:35])([CH3:34])[CH3:33])=[O:30])[CH2:25][CH2:24]2)[CH:19]=[N:20][C:21]=1[NH2:22].CCO.C(OI(C1C=CC=CC=1)OC(=O)C)(=O)C, predict the reaction product. The product is: [CH2:1]([N:8]1[CH:12]=[C:11]([C:13]2[NH:22][C:21]3=[N:20][CH:19]=[C:18]([CH:23]4[CH2:28][CH2:27][N:26]([C:29]([O:31][C:32]([CH3:34])([CH3:33])[CH3:35])=[O:30])[CH2:25][CH2:24]4)[CH:17]=[C:16]3[N:15]=2)[CH:10]=[N:9]1)[C:2]1[CH:3]=[CH:4][CH:5]=[CH:6][CH:7]=1. (3) Given the reactants [CH2:1]([O:3][C:4]([N:6]1[CH2:11][CH2:10][N:9]([C:12](=[O:42])[C@@H:13]([NH:23][C:24]([C:26]2[CH:35]=[C:34]([O:36][CH2:37][C:38]([OH:40])=O)[C:33]3[C:28](=[CH:29][C:30]([CH3:41])=[CH:31][CH:32]=3)[N:27]=2)=[O:25])[CH2:14][CH2:15][C:16]([O:18][C:19]([CH3:22])([CH3:21])[CH3:20])=[O:17])[CH2:8][CH2:7]1)=[O:5])[CH3:2].C(Cl)CCl.FC1C(O)=C(F)C(F)=C(F)C=1F.FC(F)(F)C(O)=O.[CH:66]1([NH:70][C:71]([C@@H:73]2[CH2:77][CH2:76][CH2:75][NH:74]2)=[O:72])[CH2:69][CH2:68][CH2:67]1, predict the reaction product. The product is: [CH2:1]([O:3][C:4]([N:6]1[CH2:7][CH2:8][N:9]([C:12](=[O:42])[C@@H:13]([NH:23][C:24]([C:26]2[CH:35]=[C:34]([O:36][CH2:37][C:38]([N:74]3[CH2:75][CH2:76][CH2:77][C@H:73]3[C:71](=[O:72])[NH:70][CH:66]3[CH2:67][CH2:68][CH2:69]3)=[O:40])[C:33]3[C:28](=[CH:29][C:30]([CH3:41])=[CH:31][CH:32]=3)[N:27]=2)=[O:25])[CH2:14][CH2:15][C:16]([O:18][C:19]([CH3:22])([CH3:20])[CH3:21])=[O:17])[CH2:10][CH2:11]1)=[O:5])[CH3:2].